From a dataset of Reaction yield outcomes from USPTO patents with 853,638 reactions. Predict the reaction yield, written as a fraction of the theoretical maximum amount of product (1.0 means a 100% yield; for example, 0.34 means a 34% yield). (1) The reactants are [C:1]([O:5][C:6](=[O:19])[NH:7][CH2:8][CH2:9][CH2:10][CH2:11][C:12]1[CH:17]=[CH:16][C:15]([OH:18])=[CH:14][CH:13]=1)([CH3:4])([CH3:3])[CH3:2].C([O-])([O-])=O.[Cs+].[Cs+].I[CH2:27][C:28]#[N:29]. The catalyst is CN(C=O)C. The product is [C:1]([O:5][C:6](=[O:19])[NH:7][CH2:8][CH2:9][CH2:10][CH2:11][C:12]1[CH:13]=[CH:14][C:15]([O:18][CH2:27][C:28]#[N:29])=[CH:16][CH:17]=1)([CH3:4])([CH3:2])[CH3:3]. The yield is 0.380. (2) The reactants are [C:1]([O:5][C:6](=[O:31])[NH:7][C:8]1[CH:13]=[CH:12][C:11]([O:14][C:15]2[CH:20]=[CH:19][C:18]([S:21][C:22](=O)N(C)C)=[CH:17][CH:16]=2)=[CH:10][C:9]=1[O:27][CH2:28][O:29][CH3:30])([CH3:4])([CH3:3])[CH3:2].[OH-].[K+].C([CH:36]1[O:38][CH2:37]1)Cl. The catalyst is CO. The product is [C:1]([O:5][C:6](=[O:31])[NH:7][C:8]1[CH:13]=[CH:12][C:11]([O:14][C:15]2[CH:20]=[CH:19][C:18]([S:21][CH2:22][CH:37]3[CH2:36][O:38]3)=[CH:17][CH:16]=2)=[CH:10][C:9]=1[O:27][CH2:28][O:29][CH3:30])([CH3:2])([CH3:4])[CH3:3]. The yield is 0.680. (3) The reactants are [Cl:1][C:2]1[CH:44]=[CH:43][CH:42]=[C:41]([Cl:45])[C:3]=1[C:4]([NH:6][C@H:7]([C:37]([O:39][CH3:40])=[O:38])[CH2:8][C:9]1[CH:36]=[CH:35][C:12]([O:13][CH2:14][C:15]([C:18]2[N:27]=[C:26]3[C:21]([CH2:22][CH2:23][CH2:24][N:25]3C(OC(C)(C)C)=O)=[CH:20][CH:19]=2)([CH3:17])[CH3:16])=[CH:11][CH:10]=1)=[O:5]. The catalyst is C(O)(C(F)(F)F)=O.C(Cl)Cl. The product is [Cl:1][C:2]1[CH:44]=[CH:43][CH:42]=[C:41]([Cl:45])[C:3]=1[C:4]([NH:6][C@H:7]([C:37]([O:39][CH3:40])=[O:38])[CH2:8][C:9]1[CH:10]=[CH:11][C:12]([O:13][CH2:14][C:15]([CH3:17])([C:18]2[CH:19]=[CH:20][C:21]3[CH2:22][CH2:23][CH2:24][NH:25][C:26]=3[N:27]=2)[CH3:16])=[CH:35][CH:36]=1)=[O:5]. The yield is 0.800. (4) The reactants are [F:1][C:2]1[CH:33]=[CH:32][C:5]([C:6](/[N:8]=[C:9]2\[NH:10][C:11]3[CH:29]=[CH:28][C:27]([CH2:30][OH:31])=[CH:26][C:12]=3[N:13]\2[C@H:14]2[CH2:19][CH2:18][C@@H:17]([C:20](=[O:25])[NH:21][CH:22]([CH3:24])[CH3:23])[CH2:16][CH2:15]2)=[O:7])=[CH:4][CH:3]=1.S(Cl)(Cl)=O.[CH3:38][O-].[Na+]. The catalyst is C(Cl)Cl. The product is [F:1][C:2]1[CH:3]=[CH:4][C:5]([C:6](/[N:8]=[C:9]2\[NH:10][C:11]3[CH:29]=[CH:28][C:27]([CH2:30][O:31][CH3:38])=[CH:26][C:12]=3[N:13]\2[C@H:14]2[CH2:19][CH2:18][C@@H:17]([C:20](=[O:25])[NH:21][CH:22]([CH3:23])[CH3:24])[CH2:16][CH2:15]2)=[O:7])=[CH:32][CH:33]=1. The yield is 0.436.